From a dataset of NCI-60 drug combinations with 297,098 pairs across 59 cell lines. Regression. Given two drug SMILES strings and cell line genomic features, predict the synergy score measuring deviation from expected non-interaction effect. (1) Drug 1: CN(CC1=CN=C2C(=N1)C(=NC(=N2)N)N)C3=CC=C(C=C3)C(=O)NC(CCC(=O)O)C(=O)O. Drug 2: C1CN1P(=S)(N2CC2)N3CC3. Cell line: UACC62. Synergy scores: CSS=33.8, Synergy_ZIP=-8.01, Synergy_Bliss=-5.58, Synergy_Loewe=-7.48, Synergy_HSA=-2.43. (2) Drug 1: CCC1(CC2CC(C3=C(CCN(C2)C1)C4=CC=CC=C4N3)(C5=C(C=C6C(=C5)C78CCN9C7C(C=CC9)(C(C(C8N6C)(C(=O)OC)O)OC(=O)C)CC)OC)C(=O)OC)O.OS(=O)(=O)O. Drug 2: CC=C1C(=O)NC(C(=O)OC2CC(=O)NC(C(=O)NC(CSSCCC=C2)C(=O)N1)C(C)C)C(C)C. Cell line: T-47D. Synergy scores: CSS=24.1, Synergy_ZIP=-8.09, Synergy_Bliss=-6.39, Synergy_Loewe=-12.9, Synergy_HSA=-5.68. (3) Drug 1: C1=CN(C(=O)N=C1N)C2C(C(C(O2)CO)O)O.Cl. Drug 2: CC12CCC3C(C1CCC2OP(=O)(O)O)CCC4=C3C=CC(=C4)OC(=O)N(CCCl)CCCl.[Na+]. Cell line: OVCAR-8. Synergy scores: CSS=40.8, Synergy_ZIP=0.105, Synergy_Bliss=-0.572, Synergy_Loewe=-42.3, Synergy_HSA=0.410. (4) Drug 1: CNC(=O)C1=CC=CC=C1SC2=CC3=C(C=C2)C(=NN3)C=CC4=CC=CC=N4. Drug 2: C1=CC=C(C=C1)NC(=O)CCCCCCC(=O)NO. Cell line: MDA-MB-435. Synergy scores: CSS=10.8, Synergy_ZIP=-2.82, Synergy_Bliss=2.54, Synergy_Loewe=-1.43, Synergy_HSA=0.807.